This data is from Reaction yield outcomes from USPTO patents with 853,638 reactions. The task is: Predict the reaction yield, written as a fraction of the theoretical maximum amount of product (1.0 means a 100% yield; for example, 0.34 means a 34% yield). The reactants are [OH:1][CH2:2][C:3]1[S:7][C:6]([C:8]([OH:10])=[O:9])=[CH:5][CH:4]=1.CO.[C:13](=O)([O-])[O-].[Na+].[Na+]. No catalyst specified. The product is [OH:1][CH2:2][C:3]1[S:7][C:6]([C:8]([O:10][CH3:13])=[O:9])=[CH:5][CH:4]=1. The yield is 0.927.